From a dataset of Forward reaction prediction with 1.9M reactions from USPTO patents (1976-2016). Predict the product of the given reaction. Given the reactants [CH2:1]([Li])CCC.[CH3:6][O:7][C:8]1[CH:9]=[CH:10][C:11]2[CH:15]=[CH:14][S:13][C:12]=2[CH:16]=1, predict the reaction product. The product is: [CH3:6][O:7][C:8]1[CH:9]=[CH:10][C:11]2[CH:15]=[C:14]([CH3:1])[S:13][C:12]=2[CH:16]=1.